From a dataset of Forward reaction prediction with 1.9M reactions from USPTO patents (1976-2016). Predict the product of the given reaction. (1) The product is: [O:13]1[CH2:14][CH2:15][CH2:16][CH2:17][CH:12]1[N:9]1[C:8]2[CH:18]=[CH:19][C:5]([CH2:4][NH2:1])=[CH:6][C:7]=2[N:11]=[CH:10]1. Given the reactants [N:1]([CH2:4][C:5]1[CH:19]=[CH:18][C:8]2[N:9]([CH:12]3[CH2:17][CH2:16][CH2:15][CH2:14][O:13]3)[CH:10]=[N:11][C:7]=2[CH:6]=1)=[N+]=[N-], predict the reaction product. (2) Given the reactants [CH3:1][O:2][CH:3]([O:22][CH3:23])[C:4]1[CH:5]=[C:6]([C:16]2[CH:21]=[CH:20][N:19]=[CH:18][CH:17]=2)[N:7]([C:9]2[CH:14]=[CH:13][C:12]([F:15])=[CH:11][CH:10]=2)[N:8]=1.[CH3:24][C:25](C)(CO)[CH2:26]O.C1(C)C=CC(S(O)(=O)=O)=CC=1.O, predict the reaction product. The product is: [CH3:24][C:25]1([CH3:26])[CH2:23][O:22][CH:3]([C:4]2[CH:5]=[C:6]([C:16]3[CH:21]=[CH:20][N:19]=[CH:18][CH:17]=3)[N:7]([C:9]3[CH:14]=[CH:13][C:12]([F:15])=[CH:11][CH:10]=3)[N:8]=2)[O:2][CH2:1]1. (3) Given the reactants [CH2:1]([N:3]([CH2:6][C:7]1[S:11][C:10]([C:12]([OH:14])=O)=[CH:9][C:8]=1[CH3:15])[CH2:4][CH3:5])[CH3:2].CC1(C)[O:21][C@H:20]([CH2:22][O:23][C:24]2[C:33]([CH3:34])=[CH:32][C:27]([C:28]([NH:30]O)=[NH:29])=[CH:26][C:25]=2[Cl:35])[CH2:19][O:18]1, predict the reaction product. The product is: [Cl:35][C:25]1[CH:26]=[C:27]([C:28]2[N:30]=[C:12]([C:10]3[S:11][C:7]([CH2:6][N:3]([CH2:1][CH3:2])[CH2:4][CH3:5])=[C:8]([CH3:15])[CH:9]=3)[O:14][N:29]=2)[CH:32]=[C:33]([CH3:34])[C:24]=1[O:23][CH2:22][C@@H:20]([OH:21])[CH2:19][OH:18]. (4) Given the reactants [BH4-].[Na+].[C:3]([CH2:5][C:6]1[CH:14]=[CH:13][CH:12]=[CH:11][C:7]=1[C:8](O)=[O:9])#[N:4].II, predict the reaction product. The product is: [OH:9][CH2:8][C:7]1[CH:11]=[CH:12][CH:13]=[CH:14][C:6]=1[CH2:5][C:3]#[N:4]. (5) The product is: [C:1]([O:5][C:6]([N:8]1[CH2:13][CH2:12][CH:11]([CH2:14][CH2:15][O:16][C:17]2[CH:18]=[CH:19][C:20]([N:23]3[C:27]([NH:28][C:52]([NH:46][C:43]4[CH:44]=[CH:45][C:40]([O:39][C:35]5[CH:34]=[N:33][CH:38]=[CH:37][CH:36]=5)=[CH:41][CH:42]=4)=[O:53])=[CH:26][C:25]([C:29]([CH3:32])([CH3:31])[CH3:30])=[N:24]3)=[CH:21][CH:22]=2)[CH2:10][CH2:9]1)=[O:7])([CH3:3])([CH3:4])[CH3:2].[NH2:49][C:52]([NH2:54])=[O:53]. Given the reactants [C:1]([O:5][C:6]([N:8]1[CH2:13][CH2:12][CH:11]([CH2:14][CH2:15][O:16][C:17]2[CH:22]=[CH:21][C:20]([N:23]3[C:27]([NH2:28])=[CH:26][C:25]([C:29]([CH3:32])([CH3:31])[CH3:30])=[N:24]3)=[CH:19][CH:18]=2)[CH2:10][CH2:9]1)=[O:7])([CH3:4])([CH3:3])[CH3:2].[N:33]1[CH:38]=[CH:37][CH:36]=[C:35]([O:39][C:40]2[CH:45]=[CH:44][C:43]([NH2:46])=[CH:42][CH:41]=2)[CH:34]=1.C1N=C[N:49]([C:52]([N:54]2C=NC=C2)=[O:53])C=1, predict the reaction product. (6) Given the reactants F[C:2]1[CH:7]=[C:6]([C:8]2[N:9]=[C:10]([N:28]3[CH2:33][CH2:32][O:31][CH2:30][CH2:29]3)[C:11]3[S:16][C:15]([CH2:17][N:18]4[CH2:23][CH2:22][N:21]([S:24]([CH3:27])(=[O:26])=[O:25])[CH2:20][CH2:19]4)=[CH:14][C:12]=3[N:13]=2)[CH:5]=[CH:4][N:3]=1.[OH-].[NH3:35], predict the reaction product. The product is: [CH3:27][S:24]([N:21]1[CH2:22][CH2:23][N:18]([CH2:17][C:15]2[S:16][C:11]3[C:10]([N:28]4[CH2:33][CH2:32][O:31][CH2:30][CH2:29]4)=[N:9][C:8]([C:6]4[CH:5]=[CH:4][N:3]=[C:2]([NH2:35])[CH:7]=4)=[N:13][C:12]=3[CH:14]=2)[CH2:19][CH2:20]1)(=[O:26])=[O:25].